Predict the product of the given reaction. From a dataset of Forward reaction prediction with 1.9M reactions from USPTO patents (1976-2016). (1) Given the reactants [Br:1][C:2]1[CH:3]=[C:4]([CH:7]=[C:8]([F:10])[CH:9]=1)[CH:5]=O.[CH3:11][C:12]([S@:15]([NH2:17])=[O:16])([CH3:14])[CH3:13].C([O-])([O-])=O.[Cs+].[Cs+], predict the reaction product. The product is: [Br:1][C:2]1[CH:3]=[C:4](/[CH:5]=[N:17]/[S@@:15]([C:12]([CH3:14])([CH3:13])[CH3:11])=[O:16])[CH:7]=[C:8]([F:10])[CH:9]=1. (2) Given the reactants [F:1][C:2]1[CH:7]=[C:6]([F:8])[CH:5]=[CH:4][C:3]=1[S:9]([NH:12][C:13]1[C:14]([O:28][CH3:29])=[N:15][CH:16]=[C:17](B2OC(C)(C)C(C)(C)O2)[CH:18]=1)(=[O:11])=[O:10].Br[C:31]1[CH:32]=[CH:33][C:34]2[N:35]([C:37]([C:40]#[C:41][Si:42]([CH3:45])([CH3:44])[CH3:43])=[CH:38][N:39]=2)[N:36]=1.C(Cl)Cl.C([O-])([O-])=O.[Na+].[Na+], predict the reaction product. The product is: [F:1][C:2]1[CH:7]=[C:6]([F:8])[CH:5]=[CH:4][C:3]=1[S:9]([NH:12][C:13]1[C:14]([O:28][CH3:29])=[N:15][CH:16]=[C:17]([C:31]2[CH:32]=[CH:33][C:34]3[N:35]([C:37]([C:40]#[C:41][Si:42]([CH3:43])([CH3:45])[CH3:44])=[CH:38][N:39]=3)[N:36]=2)[CH:18]=1)(=[O:10])=[O:11].